Dataset: Reaction yield outcomes from USPTO patents with 853,638 reactions. Task: Predict the reaction yield, written as a fraction of the theoretical maximum amount of product (1.0 means a 100% yield; for example, 0.34 means a 34% yield). (1) The reactants are [Br:1][CH2:2][CH2:3][N:4]([CH2:24][CH2:25][Br:26])[C:5]1[C:6]([S:20]([CH3:23])(=[O:22])=[O:21])=[CH:7][C:8]([N+:17]([O-:19])=[O:18])=[C:9]([CH:16]=1)[C:10]([NH:12][CH2:13][CH2:14][OH:15])=[O:11].N1C=NN=N1.[C:32]([O:36][P:37](N(C(C)C)C(C)C)[O:38][C:39]([CH3:42])([CH3:41])[CH3:40])([CH3:35])([CH3:34])[CH3:33].C1C=C(Cl)C=C(C(OO)=[O:58])C=1. The catalyst is CN(C=O)C.CC#N.C(Cl)Cl. The product is [P:37]([O:36][C:32]([CH3:33])([CH3:34])[CH3:35])([O:38][C:39]([CH3:40])([CH3:41])[CH3:42])([O:15][CH2:14][CH2:13][NH:12][C:10](=[O:11])[C:9]1[CH:16]=[C:5]([N:4]([CH2:3][CH2:2][Br:1])[CH2:24][CH2:25][Br:26])[C:6]([S:20]([CH3:23])(=[O:22])=[O:21])=[CH:7][C:8]=1[N+:17]([O-:19])=[O:18])=[O:58]. The yield is 0.680. (2) The reactants are [O:1]=[C:2]1[N:6]2[CH2:7][CH2:8][N:9]([C:11]([O:13][C:14]([CH3:17])([CH3:16])[CH3:15])=[O:12])[CH2:10][CH:5]2[CH2:4][CH2:3]1.C[Si]([N-][Si](C)(C)C)(C)C.[Li+].C1(C2[O:36]N2S(C2C=CC=CC=2)(=O)=O)C=CC=CC=1.[NH4+].[Cl-]. The catalyst is O1CCCC1. The product is [OH:36][CH:3]1[C:2](=[O:1])[N:6]2[CH2:7][CH2:8][N:9]([C:11]([O:13][C:14]([CH3:17])([CH3:16])[CH3:15])=[O:12])[CH2:10][CH:5]2[CH2:4]1. The yield is 0.420. (3) The reactants are [F:1][C:2]1[CH:7]=[CH:6][C:5]([N:8]2[C:16]3[C:11](=[CH:12][C:13]([CH:17]([C:25]4[CH:30]=[CH:29][CH:28]=[CH:27][CH:26]=4)[C:18]([CH3:24])([CH3:23])[C:19]([O:21]C)=[O:20])=[CH:14][CH:15]=3)[CH:10]=[N:9]2)=[CH:4][CH:3]=1.Cl. The catalyst is [OH-].[Na+].CO.CS(C)=O. The product is [F:1][C:2]1[CH:3]=[CH:4][C:5]([N:8]2[C:16]3[C:11](=[CH:12][C:13]([CH:17]([C:25]4[CH:26]=[CH:27][CH:28]=[CH:29][CH:30]=4)[C:18]([CH3:24])([CH3:23])[C:19]([OH:21])=[O:20])=[CH:14][CH:15]=3)[CH:10]=[N:9]2)=[CH:6][CH:7]=1. The yield is 0.990. (4) The reactants are [NH2:1][C:2]1[CH:7]=[C:6]([O:8][CH3:9])[C:5]([O:10][CH2:11][C:12]2[CH:17]=[CH:16][CH:15]=[CH:14][CH:13]=2)=[CH:4][C:3]=1[C:18]1[CH:19]=[C:20]2[C:25](=[CH:26][CH:27]=1)[CH:24]=[C:23]([O:28][CH3:29])[C:22]([O:30][CH3:31])=[CH:21]2.Cl.[N:33]([O-])=O.[Na+].O. The catalyst is C(O)(=O)C. The product is [CH2:11]([O:10][C:5]1[C:6]([O:8][CH3:9])=[CH:7][C:2]2[N:1]=[N:33][C:19]3[C:18]([C:3]=2[CH:4]=1)=[CH:27][CH:26]=[C:25]1[CH:24]=[C:23]([O:28][CH3:29])[C:22]([O:30][CH3:31])=[CH:21][C:20]=31)[C:12]1[CH:13]=[CH:14][CH:15]=[CH:16][CH:17]=1. The yield is 0.670. (5) The catalyst is C(O)C.O.[Fe]. The reactants are [CH2:1]([O:8][C:9]1[CH:14]=[CH:13][C:12]([N+:15]([O-])=O)=[C:11]([F:18])[CH:10]=1)[C:2]1[CH:7]=[CH:6][CH:5]=[CH:4][CH:3]=1.[Cl-].[NH4+]. The yield is 0.813. The product is [CH2:1]([O:8][C:9]1[CH:14]=[CH:13][C:12]([NH2:15])=[C:11]([F:18])[CH:10]=1)[C:2]1[CH:3]=[CH:4][CH:5]=[CH:6][CH:7]=1. (6) The reactants are [Cl:1][C:2]1[N:3]=[C:4](Cl)[C:5]2[CH2:10][CH2:9][CH:8]([C:11]3[CH:16]=[CH:15][C:14]([F:17])=[CH:13][CH:12]=3)[C:6]=2[N:7]=1.[CH3:19][N:20]1[CH2:25][CH2:24][NH:23][CH2:22][CH2:21]1. No catalyst specified. The product is [Cl:1][C:2]1[N:3]=[C:4]([N:23]2[CH2:24][CH2:25][N:20]([CH3:19])[CH2:21][CH2:22]2)[C:5]2[CH2:10][CH2:9][CH:8]([C:11]3[CH:16]=[CH:15][C:14]([F:17])=[CH:13][CH:12]=3)[C:6]=2[N:7]=1. The yield is 0.890.